Predict the reaction yield, written as a fraction of the theoretical maximum amount of product (1.0 means a 100% yield; for example, 0.34 means a 34% yield). From a dataset of Reaction yield outcomes from USPTO patents with 853,638 reactions. (1) The reactants are CN[C@@H:3]1[CH2:7][CH2:6][N:5]([C:8]2[C:9]3[CH:16]=[CH:15][NH:14][C:10]=3[N:11]=[CH:12][N:13]=2)[CH2:4]1.[F:17][C:18]1[CH:19]=[C:20]([CH:23]=[CH:24][C:25]=1F)[C:21]#[N:22].C[CH2:28][N:29](C(C)C)C(C)C.O. The catalyst is CS(C)=O. The product is [N:11]1[C:10]2[NH:14][CH:15]=[CH:16][C:9]=2[C:8]([N:5]2[CH2:6][CH2:7][CH:3]([C:25]3[CH:24]=[CH:23][C:20]([C:21]#[N:22])=[C:19]([NH:29][CH3:28])[C:18]=3[F:17])[CH2:4]2)=[N:13][CH:12]=1. The yield is 0.520. (2) The reactants are [F:1][C:2]1([F:10])[CH2:6][O:5][C@@:4]([CH2:8][OH:9])([CH3:7])[CH2:3]1.CC(C)=[O:13].OS(O)(=O)=O.O=[Cr](=O)=O. The catalyst is CC(C)=O.CCOC(C)=O. The product is [F:1][C:2]1([F:10])[CH2:6][O:5][C@:4]([CH3:7])([C:8]([OH:13])=[O:9])[CH2:3]1. The yield is 0.560. (3) The reactants are Cl.[F:2][C:3]([F:34])([F:33])[C:4]1[CH:5]=[C:6]([NH:14][C:15](=[O:32])[C:16]2[CH:21]=[C:20]([C:22]3[CH:27]=[CH:26][CH:25]=[CH:24][N:23]=3)[CH:19]=[CH:18][C:17]=2[O:28]COC)[CH:7]=[C:8]([C:10]([F:13])([F:12])[F:11])[CH:9]=1.C(=O)([O-])O.[Na+]. The catalyst is CO. The product is [F:34][C:3]([F:2])([F:33])[C:4]1[CH:5]=[C:6]([NH:14][C:15](=[O:32])[C:16]2[CH:21]=[C:20]([C:22]3[CH:27]=[CH:26][CH:25]=[CH:24][N:23]=3)[CH:19]=[CH:18][C:17]=2[OH:28])[CH:7]=[C:8]([C:10]([F:11])([F:12])[F:13])[CH:9]=1. The yield is 0.472. (4) The catalyst is CO.[Pd]. The reactants are [F:1][C:2]([F:37])([F:36])[C:3]1[CH:4]=[C:5]([NH:9][C:10](=[O:35])[C:11](=[CH:25][C:26]2[CH:31]=[CH:30][C:29]([CH:32]([CH3:34])[CH3:33])=[CH:28][CH:27]=2)[C:12]([NH:14][C:15]2[CH:20]=[CH:19][CH:18]=[C:17]([C:21]([F:24])([F:23])[F:22])[CH:16]=2)=[O:13])[CH:6]=[CH:7][CH:8]=1. The yield is 0.760. The product is [F:1][C:2]([F:36])([F:37])[C:3]1[CH:4]=[C:5]([NH:9][C:10](=[O:35])[CH:11]([CH2:25][C:26]2[CH:31]=[CH:30][C:29]([CH:32]([CH3:34])[CH3:33])=[CH:28][CH:27]=2)[C:12]([NH:14][C:15]2[CH:20]=[CH:19][CH:18]=[C:17]([C:21]([F:22])([F:23])[F:24])[CH:16]=2)=[O:13])[CH:6]=[CH:7][CH:8]=1. (5) The reactants are C([O:3][C:4]([C@H:6]1[CH2:11][CH2:10][C@H:9]([N:12]2[C:16]([CH3:17])=[C:15]([CH3:18])[C:14]([CH3:19])=[N:13]2)[CH2:8][CH2:7]1)=[O:5])C.[OH-].[Na+].Cl. The catalyst is O1CCOCC1. The product is [CH3:19][C:14]1[C:15]([CH3:18])=[C:16]([CH3:17])[N:12]([C@H:9]2[CH2:10][CH2:11][C@H:6]([C:4]([OH:5])=[O:3])[CH2:7][CH2:8]2)[N:13]=1. The yield is 0.880.